From a dataset of Catalyst prediction with 721,799 reactions and 888 catalyst types from USPTO. Predict which catalyst facilitates the given reaction. (1) Reactant: N12CCCN=C1CCCCC2.[NH2:12][C:13]1[CH:18]=[CH:17][C:16]([C:19]([N:21]2[CH2:26][CH2:25][N:24]([CH2:27][C:28]3[CH:33]=[CH:32][C:31]([C:34]([OH:43])([C:39]([F:42])([F:41])[F:40])[C:35]([F:38])([F:37])[F:36])=[CH:30][CH:29]=3)[CH2:23][CH2:22]2)=[O:20])=[CH:15][C:14]=1[F:44].[C:45]([Si:49]([CH3:52])([CH3:51])Cl)([CH3:48])([CH3:47])[CH3:46]. Product: [NH2:12][C:13]1[CH:18]=[CH:17][C:16]([C:19]([N:21]2[CH2:22][CH2:23][N:24]([CH2:27][C:28]3[CH:33]=[CH:32][C:31]([C:34]([O:43][Si:49]([C:45]([CH3:48])([CH3:47])[CH3:46])([CH3:52])[CH3:51])([C:35]([F:36])([F:37])[F:38])[C:39]([F:41])([F:42])[F:40])=[CH:30][CH:29]=3)[CH2:25][CH2:26]2)=[O:20])=[CH:15][C:14]=1[F:44]. The catalyst class is: 4. (2) Reactant: Cl[C:2]1[N:7]=[C:6]([C:8]([F:11])([F:10])[F:9])[N:5]=[C:4]([O:12][C:13]2[CH:18]=[CH:17][C:16]([CH2:19][CH2:20][NH:21][C:22]3[C:31]4[C:26](=[C:27]([F:33])[CH:28]=[CH:29][C:30]=4[F:32])[N:25]=[CH:24][N:23]=3)=[CH:15][CH:14]=2)[CH:3]=1.C(N(CC)CC)C.[H][H]. Product: [F:32][C:30]1[CH:29]=[CH:28][C:27]([F:33])=[C:26]2[C:31]=1[C:22]([NH:21][CH2:20][CH2:19][C:16]1[CH:15]=[CH:14][C:13]([O:12][C:4]3[CH:3]=[CH:2][N:7]=[C:6]([C:8]([F:9])([F:10])[F:11])[N:5]=3)=[CH:18][CH:17]=1)=[N:23][CH:24]=[N:25]2. The catalyst class is: 50. (3) Reactant: [CH:1]1([N:5]2[CH2:10][CH2:9][N:8]([C:11]([C:13]3[CH:14]=[C:15]4[C:19](=[CH:20][CH:21]=3)[NH:18][C:17]([C:22]([N:24]3[CH2:29][CH2:28][S:27](=[O:31])(=[O:30])[CH2:26][CH2:25]3)=[O:23])=[CH:16]4)=[O:12])[CH2:7][CH2:6]2)[CH2:4][CH2:3][CH2:2]1.[H-].[Na+].[CH:34]1([CH2:37]Br)[CH2:36][CH2:35]1. Product: [CH:1]1([N:5]2[CH2:6][CH2:7][N:8]([C:11]([C:13]3[CH:14]=[C:15]4[C:19](=[CH:20][CH:21]=3)[N:18]([CH2:37][CH:34]3[CH2:36][CH2:35]3)[C:17]([C:22]([N:24]3[CH2:29][CH2:28][S:27](=[O:30])(=[O:31])[CH2:26][CH2:25]3)=[O:23])=[CH:16]4)=[O:12])[CH2:9][CH2:10]2)[CH2:2][CH2:3][CH2:4]1. The catalyst class is: 9. (4) Reactant: [Br:1][C:2]1[CH:9]=[CH:8][C:5]([C:6]#[N:7])=[C:4]([Cl:10])[CH:3]=1.[H-].[Al+3].[H-].[H-].Cl. Product: [Br:1][C:2]1[CH:9]=[CH:8][C:5]([CH2:6][NH2:7])=[C:4]([Cl:10])[CH:3]=1. The catalyst class is: 7. (5) Reactant: C(=O)([O-])[O-].[Na+].[Na+].Br[C:8]1[CH:13]=[CH:12][CH:11]=[CH:10][C:9]=1[NH:14][C:15]([C:17]1[C:22]([CH3:23])=[N:21][CH:20]=[CH:19][N:18]=1)=[O:16].[F:24][C:25]([F:38])([F:37])[O:26][C:27]1[CH:32]=[CH:31][C:30](OB(O)O)=[CH:29][CH:28]=1.C(OCC)(=O)C. Product: [F:24][C:25]([F:37])([F:38])[O:26][C:27]1[CH:32]=[CH:31][C:30]([C:8]2[CH:13]=[CH:12][CH:11]=[CH:10][C:9]=2[NH:14][C:15]([C:17]2[C:22]([CH3:23])=[N:21][CH:20]=[CH:19][N:18]=2)=[O:16])=[CH:29][CH:28]=1. The catalyst class is: 226. (6) Reactant: CC1(C)[NH:7][C:6]2[CH:8]=[C:9]([C:11]3[CH:12]=[N:13][NH:14][C:15]=3[CH3:16])[S:10][C:5]=2[C:4](=[O:17])[NH:3]1.Cl. Product: [NH2:7][C:6]1[CH:8]=[C:9]([C:11]2[CH:12]=[N:13][NH:14][C:15]=2[CH3:16])[S:10][C:5]=1[C:4]([NH2:3])=[O:17]. The catalyst class is: 5.